Dataset: Full USPTO retrosynthesis dataset with 1.9M reactions from patents (1976-2016). Task: Predict the reactants needed to synthesize the given product. (1) Given the product [CH3:24][C:23]1[O:26][N:2]=[C:1]([C:3]2[CH:4]=[C:5]([CH:20]=[CH:21][CH:22]=2)[CH2:6][CH:7]2[CH2:8][CH2:9][NH:10][CH2:11][CH2:12]2)[N:28]=1, predict the reactants needed to synthesize it. The reactants are: [C:1]([C:3]1[CH:4]=[C:5]([CH:20]=[CH:21][CH:22]=1)[CH2:6][CH:7]1[CH2:12][CH2:11][N:10](C(OC(C)(C)C)=O)[CH2:9][CH2:8]1)#[N:2].[C:23]([O-:26])(=O)[CH3:24].[NH4+].[N+:28](CC)([O-])=O. (2) The reactants are: [CH3:1][S:2]([C:5]1[CH:26]=[CH:25][C:8]([C:9]([N:11]2[CH2:16][CH2:15][CH:14]([C:17]3[CH:24]=[CH:23][C:20]([C:21]#[N:22])=[CH:19][CH:18]=3)[CH2:13][CH2:12]2)=[O:10])=[CH:7][C:6]=1[N+:27]([O-])=O)(=[O:4])=[O:3]. Given the product [NH2:27][C:6]1[CH:7]=[C:8]([CH:25]=[CH:26][C:5]=1[S:2]([CH3:1])(=[O:4])=[O:3])[C:9]([N:11]1[CH2:16][CH2:15][CH:14]([C:17]2[CH:24]=[CH:23][C:20]([C:21]#[N:22])=[CH:19][CH:18]=2)[CH2:13][CH2:12]1)=[O:10], predict the reactants needed to synthesize it. (3) Given the product [Cl:44][C:45]1[CH:50]=[C:49]([Cl:51])[CH:48]=[CH:47][C:46]=1[CH2:52][NH:53][C:8]([CH:7]1[CH2:6][N:5]([CH3:11])[C:4](=[O:12])[N:3]1[CH2:1][CH3:2])=[O:10], predict the reactants needed to synthesize it. The reactants are: [CH2:1]([N:3]1[CH:7]([C:8]([OH:10])=O)[CH2:6][N:5]([CH3:11])[C:4]1=[O:12])[CH3:2].O.ON1C2C=CC=CC=2N=N1.Cl.C(N=C=NCCCN(C)C)C.C(N1CCOCC1)C.[Cl:44][C:45]1[CH:50]=[C:49]([Cl:51])[CH:48]=[CH:47][C:46]=1[CH2:52][NH2:53]. (4) Given the product [OH:4][CH2:5][C:6]([NH:8][C:9]1[CH:14]=[C:13]([OH:15])[CH:12]=[CH:11][C:10]=1[S:23](=[O:35])(=[O:36])[NH:24][C:25]1[CH:26]=[CH:27][C:28]2[CH2:32][O:31][B:30]([OH:33])[C:29]=2[CH:34]=1)=[O:7], predict the reactants needed to synthesize it. The reactants are: C([O:4][CH2:5][C:6]([NH:8][C:9]1[CH:14]=[C:13]([O:15]CC2C=CC=CC=2)[CH:12]=[CH:11][C:10]=1[S:23](=[O:36])(=[O:35])[NH:24][C:25]1[CH:26]=[CH:27][C:28]2[CH2:32][O:31][B:30]([OH:33])[C:29]=2[CH:34]=1)=[O:7])(=O)C. (5) The reactants are: [O:1]=[C:2]1[C:11]2[C:6](=[CH:7][CH:8]=[CH:9][CH:10]=2)[NH:5][C:4]([CH2:12][C:13]#[N:14])=[N:3]1.C(N(CC)CC)C.[Cl:22][C:23]1[CH:31]=[C:30]([Cl:32])[CH:29]=[CH:28][C:24]=1[C:25](Cl)=[O:26]. Given the product [CH:9]1[CH:10]=[C:11]2[C:2]([NH:3]/[C:4](/[NH:5][C:6]2=[CH:7][CH:8]=1)=[C:12](/[C:25]([C:24]1[CH:28]=[CH:29][C:30]([Cl:32])=[CH:31][C:23]=1[Cl:22])=[O:26])\[C:13]#[N:14])=[O:1], predict the reactants needed to synthesize it. (6) The reactants are: Cl[C:2]1[N:7]=[C:6]([NH:8][C:9]2[CH:14]=[CH:13][C:12]([F:15])=[C:11]([CH3:16])[CH:10]=2)[CH:5]=[CH:4][N:3]=1.[NH2:17][C:18]1[CH:27]=[CH:26][C:21]([C:22]([O:24][CH3:25])=[O:23])=[CH:20][CH:19]=1. Given the product [CH3:25][O:24][C:22](=[O:23])[C:21]1[CH:26]=[CH:27][C:18]([NH:17][C:2]2[N:7]=[C:6]([NH:8][C:9]3[CH:14]=[CH:13][C:12]([F:15])=[C:11]([CH3:16])[CH:10]=3)[CH:5]=[CH:4][N:3]=2)=[CH:19][CH:20]=1, predict the reactants needed to synthesize it. (7) Given the product [NH2:13][C:14]1[N:18]([CH3:19])[CH:17]=[N:16][C:15]=1[C:20]([NH:10][C:9]1[CH:11]=[CH:12][C:6]([Cl:5])=[CH:7][CH:8]=1)=[O:21], predict the reactants needed to synthesize it. The reactants are: C[Al](C)C.[Cl:5][C:6]1[CH:12]=[CH:11][C:9]([NH2:10])=[CH:8][CH:7]=1.[NH2:13][C:14]1[N:18]([CH3:19])[CH:17]=[N:16][C:15]=1[C:20](OCC)=[O:21].[Cl-].[NH4+].